Dataset: Reaction yield outcomes from USPTO patents with 853,638 reactions. Task: Predict the reaction yield, written as a fraction of the theoretical maximum amount of product (1.0 means a 100% yield; for example, 0.34 means a 34% yield). (1) The reactants are [CH3:1][N:2]([C:6]1[C:11]([C:12]2[CH:13]=[CH:14][C:15]3[C:16]4[N:30](C5CCCCO5)[N:29]=[CH:28][C:17]=4[C:18](=[O:27])[N:19]([CH2:22][C:23]([F:26])([F:25])[F:24])[C:20]=3[CH:21]=2)=[CH:10][CH:9]=[CH:8][N:7]=1)[C:3](=[O:5])[CH3:4].CN(C1C(C2C=CC3C4NN(C5CCCCO5)CC=4C(=O)N(CC(F)(F)F)C=3C=2)=CC=CN=1)C(=O)C.[ClH:73]. No catalyst specified. The product is [ClH:73].[CH3:1][N:2]([C:6]1[C:11]([C:12]2[CH:13]=[CH:14][C:15]3[C:16]4[NH:30][N:29]=[CH:28][C:17]=4[C:18](=[O:27])[N:19]([CH2:22][C:23]([F:26])([F:25])[F:24])[C:20]=3[CH:21]=2)=[CH:10][CH:9]=[CH:8][N:7]=1)[C:3](=[O:5])[CH3:4]. The yield is 0.580. (2) The reactants are C1(C2C=CC=CC=2)C=CC(C(=O)CC2C=CC=CC=2)=CC=1.CON(C)[C:25](=[O:35])[CH2:26][C:27]1[CH:32]=[CH:31][CH:30]=[C:29]([O:33][CH3:34])[CH:28]=1.Br[C:38]1[CH:43]=[CH:42][C:41]([F:44])=[CH:40][CH:39]=1. No catalyst specified. The product is [F:44][C:41]1[CH:42]=[CH:43][C:38]([C:25](=[O:35])[CH2:26][C:27]2[CH:32]=[CH:31][CH:30]=[C:29]([O:33][CH3:34])[CH:28]=2)=[CH:39][CH:40]=1. The yield is 0.370. (3) The yield is 0.700. The reactants are [N:1]([CH2:4][C:5]1[O:6][C:7]([CH:10]([F:12])[F:11])=[CH:8][CH:9]=1)=[N+]=[N-].C1(P(C2C=CC=CC=2)C2C=CC=CC=2)C=CC=CC=1. The catalyst is O1CCCC1.O. The product is [F:11][CH:10]([F:12])[C:7]1[O:6][C:5]([CH2:4][NH2:1])=[CH:9][CH:8]=1. (4) The reactants are Br[C:2]1[C:7]([O:8][CH3:9])=[CH:6][CH:5]=[C:4]([I:10])[N:3]=1.[Cu](C#N)[C:12]#[N:13]. The catalyst is CN1CCCC1=O. The product is [I:10][C:4]1[N:3]=[C:2]([C:12]#[N:13])[C:7]([O:8][CH3:9])=[CH:6][CH:5]=1. The yield is 0.370. (5) The reactants are CN(C(ON1N=NC2C=CC=NC1=2)=[N+](C)C)C.F[P-](F)(F)(F)(F)F.[C:25]([O:29][C:30]([NH:32][C@@H:33]([C@H:45]([CH3:53])[CH2:46][CH:47]([CH3:52])[CH2:48][CH2:49][CH:50]=[CH2:51])[C:34]([N:36]1[CH2:40][C@H:39]([OH:41])[CH2:38][C@H:37]1[C:42](O)=[O:43])=[O:35])=[O:31])([CH3:28])([CH3:27])[CH3:26].Cl.[NH2:55][C@:56]1([C:61]([O:63][CH3:64])=[O:62])[CH2:58][C@H:57]1[CH:59]=[CH2:60].CCN(C(C)C)C(C)C. The catalyst is C(Cl)Cl. The product is [C:25]([O:29][C:30]([NH:32][C@@H:33]([C@H:45]([CH3:53])[CH2:46][CH:47]([CH3:52])[CH2:48][CH2:49][CH:50]=[CH2:51])[C:34]([N:36]1[CH2:40][C@H:39]([OH:41])[CH2:38][C@H:37]1[C:42]([NH:55][C@:56]1([C:61]([O:63][CH3:64])=[O:62])[CH2:58][C@H:57]1[CH:59]=[CH2:60])=[O:43])=[O:35])=[O:31])([CH3:28])([CH3:27])[CH3:26]. The yield is 0.910. (6) The reactants are [F:1][C:2]1[CH:7]=[CH:6][C:5]([C:8]2[C:12]3=[N:13][C:14]([C:17]#[N:18])=[CH:15][CH:16]=[C:11]3[N:10](C3CCCCO3)[C:9]=2[Si](CC)(CC)CC)=[CH:4][CH:3]=1.[B-](F)(F)(F)F.C1C=CN=CC=1.C1C=CN=CC=1.[IH2+:49].FC(F)(F)S(O)(=O)=O.[OH-].[Na+]. The yield is 0.780. The catalyst is ClC(Cl)C.O. The product is [F:1][C:2]1[CH:7]=[CH:6][C:5]([C:8]2[C:12]3=[N:13][C:14]([C:17]#[N:18])=[CH:15][CH:16]=[C:11]3[NH:10][C:9]=2[I:49])=[CH:4][CH:3]=1. (7) The reactants are [CH:1]1([O:5][C:6]2[C:15](B3OC(C)(C)C(C)(C)O3)=[CH:14][CH:13]=[C:12]3[C:7]=2[CH2:8][CH2:9][C@H:10]([CH3:29])[N:11]3[C:25]([O:27][CH3:28])=[O:26])[CH2:4][CH2:3][CH2:2]1.Br[C:31]1[N:32]=[C:33]([C:36]2([OH:47])[CH2:39][N:38]([C:40]([O:42][C:43]([CH3:46])([CH3:45])[CH3:44])=[O:41])[CH2:37]2)[S:34][CH:35]=1.C(=O)([O-])[O-].[Na+].[Na+]. The catalyst is O1CCOCC1.O.C1C=CC(P(C2C=CC=CC=2)[C-]2C=CC=C2)=CC=1.C1C=CC(P(C2C=CC=CC=2)[C-]2C=CC=C2)=CC=1.Cl[Pd]Cl.[Fe+2].ClCCl. The product is [C:43]([O:42][C:40]([N:38]1[CH2:37][C:36]([C:33]2[S:34][CH:35]=[C:31]([C:15]3[C:6]([O:5][CH:1]4[CH2:4][CH2:3][CH2:2]4)=[C:7]4[C:12](=[CH:13][CH:14]=3)[N:11]([C:25]([O:27][CH3:28])=[O:26])[C@@H:10]([CH3:29])[CH2:9][CH2:8]4)[N:32]=2)([OH:47])[CH2:39]1)=[O:41])([CH3:46])([CH3:44])[CH3:45]. The yield is 0.690. (8) The reactants are [C:1]([C:3]1[CH:4]=[C:5]([CH:9]=[CH:10][C:11]=1[O:12][CH:13]([CH3:15])[CH3:14])[C:6](O)=[O:7])#[N:2].C(N1C=CN=C1)(N1C=CN=C1)=O.O.[NH2:29][NH2:30]. The catalyst is O1CCCC1. The product is [C:1]([C:3]1[CH:4]=[C:5]([CH:9]=[CH:10][C:11]=1[O:12][CH:13]([CH3:15])[CH3:14])[C:6]([NH:29][NH2:30])=[O:7])#[N:2]. The yield is 0.950.